From a dataset of Forward reaction prediction with 1.9M reactions from USPTO patents (1976-2016). Predict the product of the given reaction. (1) Given the reactants [Cl:1][C:2]1[CH:3]=[C:4]([C:7]2[N:8]=[C:9]([NH:19][C:20]([C:22]3[N:23]=[CH:24][C:25]([N:28]4[CH2:33][CH2:32][CH:31]([C:34]([O:36]CC)=[O:35])[CH2:30][CH2:29]4)=[N:26][CH:27]=3)=[O:21])[S:10][C:11]=2[CH2:12][N:13]2[CH2:17][CH2:16][CH2:15][C@H:14]2[CH3:18])[S:5][CH:6]=1.C(O)C.O1CCCC1.[OH-].[Na+], predict the reaction product. The product is: [Cl:1][C:2]1[CH:3]=[C:4]([C:7]2[N:8]=[C:9]([NH:19][C:20]([C:22]3[N:23]=[CH:24][C:25]([N:28]4[CH2:29][CH2:30][CH:31]([C:34]([OH:36])=[O:35])[CH2:32][CH2:33]4)=[N:26][CH:27]=3)=[O:21])[S:10][C:11]=2[CH2:12][N:13]2[CH2:17][CH2:16][CH2:15][C@H:14]2[CH3:18])[S:5][CH:6]=1. (2) Given the reactants C[O-].[Na+].CO.[OH:6][C:7]1[CH:8]=[C:9]([CH:22]=[CH:23][CH:24]=1)[O:10][CH2:11][C:12]1[CH:20]=[CH:19][CH:18]=[C:17]([CH3:21])[C:13]=1[C:14]([OH:16])=[O:15].Cl[CH2:26][C:27]1[N:28]=[C:29]([C:32]2[CH:37]=[CH:36][C:35]([F:38])=[CH:34][CH:33]=2)[O:30][CH:31]=1.[Cl-].[Na+], predict the reaction product. The product is: [F:38][C:35]1[CH:34]=[CH:33][C:32]([C:29]2[O:30][CH:31]=[C:27]([CH2:26][O:6][C:7]3[CH:8]=[C:9]([CH:22]=[CH:23][CH:24]=3)[O:10][CH2:11][C:12]3[CH:20]=[CH:19][CH:18]=[C:17]([CH3:21])[C:13]=3[C:14]([OH:16])=[O:15])[N:28]=2)=[CH:37][CH:36]=1. (3) Given the reactants [Br-].[F:2][C:3]1[CH:34]=[CH:33][CH:32]=[C:31]([F:35])[C:4]=1[CH2:5][C:6]1[C:15]2[C:16]3[C:21]([CH2:22][CH2:23][N+:14]=2[CH:13]=[C:12]2[C:7]=1[CH:8]=[CH:9][C:10]([O:29][CH3:30])=[C:11]2[O:27][CH3:28])=[CH:20][C:19]1[O:24][CH2:25][O:26][C:18]=1[CH:17]=3.[Br-].FC1C=CC=CC=1CC1C2C3C(CC[N+]=2C=C2C=1C=CC(OC)=C2OC)=CC1[O:59]COC=1C=3, predict the reaction product. The product is: [F:2][C:3]1[CH:34]=[CH:33][CH:32]=[C:31]([F:35])[C:4]=1[CH2:5][C:6]1[C:7]2[CH:8]=[CH:9][C:10]([O:29][CH3:30])=[C:11]([O:27][CH3:28])[C:12]=2[C:13](=[O:59])[N:14]2[CH2:23][CH2:22][C:21]3[C:16](=[CH:17][C:18]4[O:26][CH2:25][O:24][C:19]=4[CH:20]=3)[C:15]=12. (4) Given the reactants Cl[C:2]1[N:10]=[CH:9][N:8]=[C:7]2[C:3]=1[N:4]=[CH:5][N:6]2[CH:11]1[CH2:16][CH2:15][CH2:14][CH2:13][O:12]1.[F:17][C:18]1[C:23](B2OC(C)(C)C(C)(C)O2)=[CH:22][CH:21]=[CH:20][N:19]=1.N#N.C([O-])([O-])=O.[Cs+].[Cs+], predict the reaction product. The product is: [F:17][C:18]1[C:23]([C:2]2[N:10]=[CH:9][N:8]=[C:7]3[C:3]=2[N:4]=[CH:5][N:6]3[CH:11]2[CH2:16][CH2:15][CH2:14][CH2:13][O:12]2)=[CH:22][CH:21]=[CH:20][N:19]=1. (5) The product is: [Br:1][C:2]1[CH:11]=[CH:10][CH:9]=[C:8]2[C:3]=1[CH2:4][CH2:5][CH2:6][N:7]2[C:12]([C:13]1([C:43]([O:42][CH3:41])=[O:44])[CH2:14][CH2:15]1)=[O:25]. Given the reactants [Br:1][C:2]1[CH:11]=[CH:10][CH:9]=[C:8]2[C:3]=1[CH2:4][CH2:5][CH2:6][N:7]2[C:12](=[O:25])[CH2:13][CH2:14][CH2:15]OC1C=CC=C(C)C=1C.CC1C(C)=CC=CC=1OCCCC(O)=O.[CH3:41][O:42][C:43](C1(C(O)=O)CC1)=[O:44], predict the reaction product. (6) Given the reactants [O:1]1[C:5]2[CH:6]=[CH:7][CH:8]=[CH:9][C:4]=2[CH:3]=[C:2]1[CH:10]=[O:11].[OH:12][CH2:13][C:14]([C:16]1[CH:21]=[CH:20][CH:19]=[CH:18][CH:17]=1)=[O:15].[OH-].[Na+].OO.Cl, predict the reaction product. The product is: [O:1]1[C:5]2[CH:6]=[CH:7][CH:8]=[CH:9][C:4]=2[CH:3]=[C:2]1[C:10]1[O:11][C:17]2[C:16]([C:14](=[O:15])[C:13]=1[OH:12])=[CH:21][CH:20]=[CH:19][CH:18]=2. (7) The product is: [CH2:1]([CH:3]([C:6]1[C:14]2[N:13]([CH2:15][C:16]3[CH:17]=[CH:18][C:19]([O:22][CH3:23])=[CH:20][CH:21]=3)[C:12](=[O:24])[NH:11][C:10]=2[CH:9]=[CH:8][CH:7]=1)[CH2:4][CH3:5])[CH3:2]. Given the reactants [CH2:1]([CH:3]([C:6]1[C:14]2[N:13]([CH2:15][C:16]3[CH:21]=[CH:20][C:19]([O:22][CH3:23])=[CH:18][CH:17]=3)[C:12](=[O:24])[N:11](C(OC(C)(C)C)=O)[C:10]=2[CH:9]=[CH:8][CH:7]=1)[CH2:4][CH3:5])[CH3:2].Cl.C(=O)([O-])O.[Na+], predict the reaction product. (8) Given the reactants O.NN.[CH3:4][N:5]1[C:10]([CH3:11])=[CH:9][C:8]([C:12]([F:15])([F:14])[F:13])=[C:7]([CH2:16][N:17]2C(=O)C3C(=CC=CC=3)C2=O)[C:6]1=[O:28], predict the reaction product. The product is: [NH2:17][CH2:16][C:7]1[C:6](=[O:28])[N:5]([CH3:4])[C:10]([CH3:11])=[CH:9][C:8]=1[C:12]([F:13])([F:14])[F:15]. (9) Given the reactants O[CH2:2][CH:3]([NH:8][C:9]([C@@H:11]1[CH2:16][N:15]2[CH2:17][CH2:18][CH2:19][C@@H:14]2[CH2:13][N:12]1[C:20]([O:22][C:23]([CH3:26])([CH3:25])[CH3:24])=[O:21])=[O:10])[C:4]([O:6][CH3:7])=[O:5].COC([CH-]S([N+](CC)(CC)CC)(=O)=O)=O, predict the reaction product. The product is: [CH3:7][O:6][C:4]([CH:3]1[CH2:2][O:10][C:9]([C@@H:11]2[CH2:16][N:15]3[CH2:17][CH2:18][CH2:19][C@@H:14]3[CH2:13][N:12]2[C:20]([O:22][C:23]([CH3:24])([CH3:26])[CH3:25])=[O:21])=[N:8]1)=[O:5].